From a dataset of Forward reaction prediction with 1.9M reactions from USPTO patents (1976-2016). Predict the product of the given reaction. (1) Given the reactants [NH2:1][C:2]1[NH:6][N:5]=[C:4]([NH:7][C:8]2[CH:13]=[CH:12][C:11]([N:14]3[CH2:19][CH2:18][N:17]([C:20]([N:22]4[CH2:26][CH2:25][CH2:24][CH2:23]4)=[O:21])[CH2:16][CH2:15]3)=[CH:10][CH:9]=2)[C:3]=1[C:27]([NH2:29])=[O:28].[CH3:30][C:31]1[CH:32]=[C:33]([CH:36]=[C:37]([CH3:40])[C:38]=1[OH:39])[CH:34]=O.[BH4-].[Na+].O, predict the reaction product. The product is: [OH:39][C:38]1[C:37]([CH3:40])=[CH:36][C:33]([CH2:34][NH:1][C:2]2[NH:6][N:5]=[C:4]([NH:7][C:8]3[CH:13]=[CH:12][C:11]([N:14]4[CH2:19][CH2:18][N:17]([C:20]([N:22]5[CH2:26][CH2:25][CH2:24][CH2:23]5)=[O:21])[CH2:16][CH2:15]4)=[CH:10][CH:9]=3)[C:3]=2[C:27]([NH2:29])=[O:28])=[CH:32][C:31]=1[CH3:30]. (2) Given the reactants [C:1]([O:5][C:6](=[O:21])[NH:7][C@@H:8]1[C:14](=[O:15])[N:13]([CH3:16])[C:12]2[CH:17]=[CH:18][CH:19]=[CH:20][C:11]=2[NH:10][CH2:9]1)([CH3:4])([CH3:3])[CH3:2].[C:22](Cl)(=[O:27])[C:23]([CH3:26])([CH3:25])[CH3:24], predict the reaction product. The product is: [C:1]([O:5][C:6](=[O:21])[NH:7][C@@H:8]1[C:14](=[O:15])[N:13]([CH3:16])[C:12]2[CH:17]=[CH:18][CH:19]=[CH:20][C:11]=2[N:10]([C:22](=[O:27])[C:23]([CH3:26])([CH3:25])[CH3:24])[CH2:9]1)([CH3:4])([CH3:2])[CH3:3].